Dataset: NCI-60 drug combinations with 297,098 pairs across 59 cell lines. Task: Regression. Given two drug SMILES strings and cell line genomic features, predict the synergy score measuring deviation from expected non-interaction effect. (1) Drug 1: CN(C)C1=NC(=NC(=N1)N(C)C)N(C)C. Drug 2: CCC1(CC2CC(C3=C(CCN(C2)C1)C4=CC=CC=C4N3)(C5=C(C=C6C(=C5)C78CCN9C7C(C=CC9)(C(C(C8N6C=O)(C(=O)OC)O)OC(=O)C)CC)OC)C(=O)OC)O.OS(=O)(=O)O. Cell line: SW-620. Synergy scores: CSS=25.4, Synergy_ZIP=6.38, Synergy_Bliss=7.12, Synergy_Loewe=-26.8, Synergy_HSA=2.90. (2) Drug 1: CS(=O)(=O)CCNCC1=CC=C(O1)C2=CC3=C(C=C2)N=CN=C3NC4=CC(=C(C=C4)OCC5=CC(=CC=C5)F)Cl. Drug 2: CC12CCC3C(C1CCC2O)C(CC4=C3C=CC(=C4)O)CCCCCCCCCS(=O)CCCC(C(F)(F)F)(F)F. Cell line: M14. Synergy scores: CSS=-4.64, Synergy_ZIP=0.673, Synergy_Bliss=-0.994, Synergy_Loewe=-3.99, Synergy_HSA=-3.65. (3) Drug 1: C1CN1P(=S)(N2CC2)N3CC3. Drug 2: C1=NC(=NC(=O)N1C2C(C(C(O2)CO)O)O)N. Cell line: HCT-15. Synergy scores: CSS=21.8, Synergy_ZIP=-9.89, Synergy_Bliss=-4.58, Synergy_Loewe=-4.98, Synergy_HSA=-2.14. (4) Drug 1: C1C(C(OC1N2C=NC3=C(N=C(N=C32)Cl)N)CO)O. Drug 2: C1CN(CCN1C(=O)CCBr)C(=O)CCBr. Cell line: HL-60(TB). Synergy scores: CSS=96.8, Synergy_ZIP=6.46, Synergy_Bliss=1.79, Synergy_Loewe=2.07, Synergy_HSA=4.95. (5) Drug 1: CN(C)C1=NC(=NC(=N1)N(C)C)N(C)C. Drug 2: CCCCC(=O)OCC(=O)C1(CC(C2=C(C1)C(=C3C(=C2O)C(=O)C4=C(C3=O)C=CC=C4OC)O)OC5CC(C(C(O5)C)O)NC(=O)C(F)(F)F)O. Cell line: OVCAR-4. Synergy scores: CSS=-3.11, Synergy_ZIP=-0.0757, Synergy_Bliss=-3.40, Synergy_Loewe=-9.10, Synergy_HSA=-6.67. (6) Drug 1: C(CC(=O)O)C(=O)CN.Cl. Drug 2: CN(C(=O)NC(C=O)C(C(C(CO)O)O)O)N=O. Cell line: CAKI-1. Synergy scores: CSS=1.69, Synergy_ZIP=-3.67, Synergy_Bliss=-0.733, Synergy_Loewe=-4.07, Synergy_HSA=-3.79. (7) Cell line: OVCAR-4. Synergy scores: CSS=44.4, Synergy_ZIP=-2.08, Synergy_Bliss=-5.90, Synergy_Loewe=-4.09, Synergy_HSA=-3.69. Drug 2: CC1=C(C(=O)C2=C(C1=O)N3CC4C(C3(C2COC(=O)N)OC)N4)N. Drug 1: C1=C(C(=O)NC(=O)N1)F.